This data is from Forward reaction prediction with 1.9M reactions from USPTO patents (1976-2016). The task is: Predict the product of the given reaction. Given the reactants [C:1]([C:3]1[N:7]2[N:8]=[C:9]([C:12]3[CH:17]=[CH:16][C:15]([C:18]([N:20]4[CH2:25][CH2:24][O:23][CH2:22][CH2:21]4)=[O:19])=[CH:14][CH:13]=3)[CH:10]=[CH:11][C:6]2=[N:5][CH:4]=1)#[CH:2].I[C:27]1[CH:32]=[CH:31][N:30]=[C:29]([O:33][C:34]2[CH:39]=[CH:38][CH:37]=[CH:36][CH:35]=2)[CH:28]=1, predict the reaction product. The product is: [O:23]1[CH2:22][CH2:21][N:20]([C:18]([C:15]2[CH:14]=[CH:13][C:12]([C:9]3[CH:10]=[CH:11][C:6]4[N:7]([C:3]([C:1]#[C:2][C:27]5[CH:32]=[CH:31][N:30]=[C:29]([O:33][C:34]6[CH:39]=[CH:38][CH:37]=[CH:36][CH:35]=6)[CH:28]=5)=[CH:4][N:5]=4)[N:8]=3)=[CH:17][CH:16]=2)=[O:19])[CH2:25][CH2:24]1.